From a dataset of NCI-60 drug combinations with 297,098 pairs across 59 cell lines. Regression. Given two drug SMILES strings and cell line genomic features, predict the synergy score measuring deviation from expected non-interaction effect. Drug 1: COC1=C(C=C2C(=C1)N=CN=C2NC3=CC(=C(C=C3)F)Cl)OCCCN4CCOCC4. Drug 2: CC1=C2C(C(=O)C3(C(CC4C(C3C(C(C2(C)C)(CC1OC(=O)C(C(C5=CC=CC=C5)NC(=O)OC(C)(C)C)O)O)OC(=O)C6=CC=CC=C6)(CO4)OC(=O)C)O)C)O. Cell line: SNB-19. Synergy scores: CSS=41.8, Synergy_ZIP=4.26, Synergy_Bliss=8.17, Synergy_Loewe=10.7, Synergy_HSA=11.1.